Dataset: Forward reaction prediction with 1.9M reactions from USPTO patents (1976-2016). Task: Predict the product of the given reaction. (1) Given the reactants [Br:1][C:2]1[CH:7]=[CH:6][C:5]([NH:8][C:9]([C:16]2[CH:21]=[CH:20][CH:19]=[CH:18][CH:17]=2)=[CH:10][C:11]([O:13]CC)=O)=[CH:4][C:3]=1[O:22][CH3:23], predict the reaction product. The product is: [Br:1][C:2]1[CH:7]=[C:6]2[C:5](=[CH:4][C:3]=1[O:22][CH3:23])[NH:8][C:9]([C:16]1[CH:17]=[CH:18][CH:19]=[CH:20][CH:21]=1)=[CH:10][C:11]2=[O:13]. (2) Given the reactants Cl[C:2]1[N:3]=[C:4]2[N:12]([CH2:13][C:14]([C:16]3[CH:25]=[N:24][C:23]4[NH:22][CH2:21][CH2:20][O:19][C:18]=4[CH:17]=3)=[O:15])[C@H:11]([C:26]([F:29])([F:28])[F:27])[CH2:10][CH2:9][N:5]2[C:6](=[O:8])[CH:7]=1.Cl.[C@H:31]12[CH2:37][C@H:34]([NH:35][CH2:36]1)[CH2:33][O:32]2, predict the reaction product. The product is: [O:19]1[CH2:20][CH2:21][NH:22][C:23]2[N:24]=[CH:25][C:16]([C:14](=[O:15])[CH2:13][N:12]3[C:4]4=[N:3][C:2]([N:35]5[CH2:36][C@@H:31]6[CH2:37][C@H:34]5[CH2:33][O:32]6)=[CH:7][C:6](=[O:8])[N:5]4[CH2:9][CH2:10][C@H:11]3[C:26]([F:28])([F:27])[F:29])=[CH:17][C:18]1=2. (3) Given the reactants F[C:2]1[CH:7]=[CH:6][C:5]([N+:8]([O-:10])=[O:9])=[C:4]([C:11]([F:14])([F:13])[F:12])[CH:3]=1.C(=O)([O-])[O-].[Na+].[Na+].CS(C)=O.Cl.[CH:26]12[NH:32][CH:29]([CH2:30][CH2:31]1)[CH2:28][CH2:27]2, predict the reaction product. The product is: [N+:8]([C:5]1[CH:6]=[CH:7][C:2]([N:32]2[CH:26]3[CH2:31][CH2:30][CH:29]2[CH2:28][CH2:27]3)=[CH:3][C:4]=1[C:11]([F:14])([F:13])[F:12])([O-:10])=[O:9]. (4) Given the reactants Cl[C:2]1[CH:3]=[CH:4][C:5]2[N:6]([C:8]([C:11]3[S:15][C:14]4[CH:16]=[CH:17][C:18]([CH3:20])=[CH:19][C:13]=4[CH:12]=3)=[CH:9][N:10]=2)[N:7]=1.CC1(C)C2C(=C(P(C3C=CC=CC=3)C3C=CC=CC=3)C=CC=2)OC2C(P(C3C=CC=CC=3)C3C=CC=CC=3)=CC=CC1=2.C(=O)([O-])[O-].[K+].[K+].[CH3:69][O:70][C:71]1[CH:72]=[C:73]([CH:75]=[CH:76][C:77]=1[O:78][CH3:79])[NH2:74], predict the reaction product. The product is: [CH3:20][C:18]1[CH:17]=[CH:16][C:14]2[S:15][C:11]([C:8]3[N:6]4[N:7]=[C:2]([NH:74][C:73]5[CH:75]=[CH:76][C:77]([O:78][CH3:79])=[C:71]([O:70][CH3:69])[CH:72]=5)[CH:3]=[CH:4][C:5]4=[N:10][CH:9]=3)=[CH:12][C:13]=2[CH:19]=1. (5) Given the reactants [NH2:1][CH2:2][C:3]1([C:8]2[CH:9]=[C:10]([NH:14][C:15](=[O:26])[C:16]3[CH:21]=[CH:20][C:19]([O:22][CH3:23])=[C:18]([O:24][CH3:25])[CH:17]=3)[CH:11]=[CH:12][CH:13]=2)[CH2:7][CH2:6][CH2:5][CH2:4]1.[CH3:27][N:28]1[C:36]2[C:31](=[CH:32][CH:33]=[CH:34][CH:35]=2)[C:30]([C:37](O)=[O:38])=[N:29]1.C1C=CC2N(O)N=NC=2C=1.C(Cl)CCl, predict the reaction product. The product is: [CH3:25][O:24][C:18]1[CH:17]=[C:16]([CH:21]=[CH:20][C:19]=1[O:22][CH3:23])[C:15]([NH:14][C:10]1[CH:9]=[C:8]([C:3]2([CH2:2][NH:1][C:37]([C:30]3[C:31]4[C:36](=[CH:35][CH:34]=[CH:33][CH:32]=4)[N:28]([CH3:27])[N:29]=3)=[O:38])[CH2:4][CH2:5][CH2:6][CH2:7]2)[CH:13]=[CH:12][CH:11]=1)=[O:26]. (6) Given the reactants [NH2:1][C@@H:2]1[CH2:6][CH2:5][N:4]([CH2:7][C:8]2[C:17]([Cl:18])=[C:16]3[C:11]([C:12](=[O:33])[N:13]([CH2:20][C:21]4[CH:26]=[C:25]([Cl:27])[CH:24]=[CH:23][C:22]=4[S:28]([CH2:31][CH3:32])(=[O:30])=[O:29])[C:14](=[O:19])[NH:15]3)=[CH:10][C:9]=2[C:34]([F:37])([F:36])[F:35])[CH2:3]1.C(OC([NH:45][C:46]([CH3:51])([CH3:50])[C:47](O)=[O:48])=O)(C)(C)C.CN(C(ON1N=NC2C=CC=NC1=2)=[N+](C)C)C.F[P-](F)(F)(F)(F)F.CN(C(ON1N=NC2C=CC=CC1=2)=[N+](C)C)C.F[P-](F)(F)(F)(F)F, predict the reaction product. The product is: [NH2:45][C:46]([CH3:51])([CH3:50])[C:47]([NH:1][C@@H:2]1[CH2:6][CH2:5][N:4]([CH2:7][C:8]2[C:17]([Cl:18])=[C:16]3[C:11]([C:12](=[O:33])[N:13]([CH2:20][C:21]4[CH:26]=[C:25]([Cl:27])[CH:24]=[CH:23][C:22]=4[S:28]([CH2:31][CH3:32])(=[O:30])=[O:29])[C:14](=[O:19])[NH:15]3)=[CH:10][C:9]=2[C:34]([F:35])([F:36])[F:37])[CH2:3]1)=[O:48]. (7) Given the reactants [N:1]1([C:8]2[CH:13]=[C:12]([Cl:14])[N:11]=[C:10]([NH:15][C@H:16]3[CH2:20][CH2:19][N:18]([CH:21]4[CH2:30][CH2:29][C:24]5(OCC[O:25]5)[CH2:23][CH2:22]4)[C@@H:17]3[CH2:31][CH2:32][CH2:33][N:34]=[N+:35]=[N-:36])[N:9]=2)[CH2:7][CH2:6][CH2:5][CH2:4][CH2:3][CH2:2]1.FC(F)(F)C(O)=O, predict the reaction product. The product is: [N:1]1([C:8]2[CH:13]=[C:12]([Cl:14])[N:11]=[C:10]([NH:15][C@H:16]3[CH2:20][CH2:19][N:18]([CH:21]4[CH2:30][CH2:29][C:24](=[O:25])[CH2:23][CH2:22]4)[C@@H:17]3[CH2:31][CH2:32][CH2:33][N:34]=[N+:35]=[N-:36])[N:9]=2)[CH2:2][CH2:3][CH2:4][CH2:5][CH2:6][CH2:7]1. (8) Given the reactants FC1C=CC(C(CC)CC(O)(C(F)(F)F)C=C2CC3C(=CC=CC=3)N(N)C2=O)=C(OC)C=1.[F:33][C:34]1[CH:39]=[CH:38][C:37]([CH:40]([CH3:62])[CH:41]([CH3:61])[C:42]([OH:60])([C:56]([F:59])([F:58])[F:57])[CH:43]=[N:44][C:45]2[CH:54]=[CH:53][CH:52]=[C:51]3[C:46]=2[CH:47]=[CH:48][C:49](=[O:55])[NH:50]3)=[C:36]([O:63]C)[CH:35]=1.B(Br)(Br)Br, predict the reaction product. The product is: [F:33][C:34]1[CH:39]=[C:38]2[C:37]([CH:40]([CH3:62])[CH:41]([CH3:61])[C:42]([OH:60])([C:56]([F:58])([F:57])[F:59])[CH:43]2[NH:44][C:45]2[CH:54]=[CH:53][CH:52]=[C:51]3[C:46]=2[CH:47]=[CH:48][C:49](=[O:55])[NH:50]3)=[C:36]([OH:63])[CH:35]=1. (9) Given the reactants [Br:1][C:2]1[CH:7]=[C:6]([F:8])[C:5]([N+:9]([O-])=O)=[CH:4][C:3]=1[N:12]([C:18]([O:20][CH2:21][CH3:22])=[O:19])[S:13]([CH2:16][CH3:17])(=[O:15])=[O:14], predict the reaction product. The product is: [Br:1][C:2]1[CH:7]=[C:6]([F:8])[C:5]([NH2:9])=[CH:4][C:3]=1[N:12]([C:18]([O:20][CH2:21][CH3:22])=[O:19])[S:13]([CH2:16][CH3:17])(=[O:14])=[O:15]. (10) Given the reactants [CH3:1][O:2][C:3](=[O:17])[C:4]1[C:9]([O:10][CH3:11])=[CH:8][CH:7]=[C:6]([N+:12]([O-])=O)[C:5]=1[O:15][CH3:16], predict the reaction product. The product is: [CH3:1][O:2][C:3](=[O:17])[C:4]1[C:9]([O:10][CH3:11])=[CH:8][CH:7]=[C:6]([NH2:12])[C:5]=1[O:15][CH3:16].